Task: Predict the product of the given reaction.. Dataset: Forward reaction prediction with 1.9M reactions from USPTO patents (1976-2016) (1) Given the reactants [C:1]([O:5][C:6]([NH:8][C@H:9]1[CH2:14][CH2:13][CH2:12][CH2:11][C@@H:10]1OS(C)(=O)=O)=[O:7])([CH3:4])([CH3:3])[CH3:2].[N-:20]=[N+:21]=[N-:22].[Na+].C(OCC)C.O, predict the reaction product. The product is: [N:20]([C@@H:10]1[CH2:11][CH2:12][CH2:13][CH2:14][C@@H:9]1[NH:8][C:6]([O:5][C:1]([CH3:4])([CH3:3])[CH3:2])=[O:7])=[N+:21]=[N-:22]. (2) Given the reactants COC(C1C=C(NS(C2C=CC(C)=CC=2)(=O)=O)C2C(=C(OCC3C=CC=CC=3)C=CC=2)N=1)=O.[CH3:34][O:35][C:36]([C:38]1[CH:47]=[C:46]([C:48]#[C:49][CH2:50][NH:51][C:52]([O:54][C:55]([CH3:58])([CH3:57])[CH3:56])=[O:53])[C:45]2[C:40](=[C:41]([N+:59]([O-])=O)[CH:42]=[CH:43][CH:44]=2)[N:39]=1)=[O:37], predict the reaction product. The product is: [CH3:34][O:35][C:36]([C:38]1[CH:47]=[C:46]([CH2:48][CH2:49][CH2:50][NH:51][C:52]([O:54][C:55]([CH3:57])([CH3:56])[CH3:58])=[O:53])[C:45]2[C:40](=[C:41]([NH2:59])[CH:42]=[CH:43][CH:44]=2)[N:39]=1)=[O:37]. (3) The product is: [ClH:36].[ClH:36].[CH2:37]([N:39]1[CH2:44][CH2:43][N:42]([C:18]([C:17]2[CH:21]=[CH:22][CH:23]=[C:15]([O:14][C:12]3[CH:11]=[CH:10][N:9]=[C:8]([NH:7][C:4]4[S:5][CH:6]=[C:2]([CH3:1])[N:3]=4)[CH:13]=3)[CH:16]=2)=[O:20])[CH2:41][CH2:40]1)[CH3:38]. Given the reactants [CH3:1][C:2]1[N:3]=[C:4]([NH:7][C:8]2[CH:13]=[C:12]([O:14][C:15]3[CH:16]=[C:17]([CH:21]=[CH:22][CH:23]=3)[C:18]([OH:20])=O)[CH:11]=[CH:10][N:9]=2)[S:5][CH:6]=1.C(N(CC)CC)C.C([Cl:36])(=O)OCC.[CH2:37]([N:39]1[CH2:44][CH2:43][NH:42][CH2:41][CH2:40]1)[CH3:38].[OH-].[Na+], predict the reaction product.